This data is from Full USPTO retrosynthesis dataset with 1.9M reactions from patents (1976-2016). The task is: Predict the reactants needed to synthesize the given product. (1) Given the product [OH:29][C:24]([CH3:23])([CH2:25][OH:26])[C:27]#[C:28][C:2]1[CH:3]=[CH:4][C:5]2[O:11][CH2:10][CH2:9][N:8]3[C:12]([C:18]([NH:20][CH3:21])=[O:19])=[C:13]([C:15]([NH2:17])=[O:16])[N:14]=[C:7]3[C:6]=2[CH:22]=1, predict the reactants needed to synthesize it. The reactants are: Br[C:2]1[CH:3]=[CH:4][C:5]2[O:11][CH2:10][CH2:9][N:8]3[C:12]([C:18]([NH:20][CH3:21])=[O:19])=[C:13]([C:15]([NH2:17])=[O:16])[N:14]=[C:7]3[C:6]=2[CH:22]=1.[CH3:23][C:24]([OH:29])([C:27]#[CH:28])[CH2:25][OH:26]. (2) Given the product [CH3:18][N:19]([C@@H:20]([C:22]1[O:23][C:24]2[CH:32]=[CH:31][CH:30]=[CH:29][C:25]=2[C:26]=1[CH2:27][CH3:28])[CH3:21])[C:15](=[O:17])[CH:14]=[CH:13][C:8]1[CH:9]=[N:10][C:11]2[NH:12][C:3](=[O:2])[CH2:4][CH2:5][C:6]=2[CH:7]=1, predict the reactants needed to synthesize it. The reactants are: Cl.[O:2]=[C:3]1[NH:12][C:11]2[N:10]=[CH:9][C:8]([CH:13]=[CH:14][C:15]([OH:17])=O)=[CH:7][C:6]=2[CH2:5][CH2:4]1.[CH3:18][NH:19][C@@H:20]([C:22]1[O:23][C:24]2[CH:32]=[CH:31][CH:30]=[CH:29][C:25]=2[C:26]=1[CH2:27][CH3:28])[CH3:21].CCN=C=NCCCN(C)C.C1C=CC2N(O)N=NC=2C=1.CCN(C(C)C)C(C)C. (3) Given the product [Br:17][C:16]1[CH:15]=[CH:14][CH:13]=[C:3]2[C:2]=1[NH:1][C:18](=[O:19])[N:6]([CH:7]1[CH2:12][CH2:11][O:10][CH2:9][CH2:8]1)[C:4]2=[O:5], predict the reactants needed to synthesize it. The reactants are: [NH2:1][C:2]1[C:16]([Br:17])=[CH:15][CH:14]=[CH:13][C:3]=1[C:4]([NH:6][CH:7]1[CH2:12][CH2:11][O:10][CH2:9][CH2:8]1)=[O:5].[C:18](=O)(OC(Cl)(Cl)Cl)[O:19]C(Cl)(Cl)Cl.C(N(CC)CC)C.C1(C)C=CC=CC=1. (4) The reactants are: C(OC(=O)[NH:7][CH:8]([C:11]1[CH:16]=[CH:15][C:14]([O:17][CH:18]([CH3:20])[CH3:19])=[CH:13][CH:12]=1)[CH2:9][CH3:10])(C)(C)C.[ClH:22].C(OCC)(=O)C. Given the product [ClH:22].[CH:18]([O:17][C:14]1[CH:13]=[CH:12][C:11]([CH:8]([NH2:7])[CH2:9][CH3:10])=[CH:16][CH:15]=1)([CH3:20])[CH3:19], predict the reactants needed to synthesize it. (5) Given the product [CH3:9][C:10]1[N:15]=[C:14]([S:16][CH2:2][C:3]2[N:4]=[CH:5][N:6]([CH3:8])[CH:7]=2)[N:13]=[C:12]([OH:17])[CH:11]=1, predict the reactants needed to synthesize it. The reactants are: Cl[CH2:2][C:3]1[N:4]=[CH:5][N:6]([CH3:8])[CH:7]=1.[CH3:9][C:10]1[N:15]=[C:14]([SH:16])[N:13]=[C:12]([OH:17])[CH:11]=1.